This data is from Reaction yield outcomes from USPTO patents with 853,638 reactions. The task is: Predict the reaction yield, written as a fraction of the theoretical maximum amount of product (1.0 means a 100% yield; for example, 0.34 means a 34% yield). (1) The reactants are P(C(C)(C)C)(C(C)(C)C)C(C)(C)C.Br[C:15]1[CH:20]=[CH:19][C:18]([CH:21]([C:23]2[C:32]3[C:27](=[CH:28][C:29]([O:33][CH3:34])=[CH:30][CH:31]=3)[N:26]=[CH:25][CH:24]=2)[OH:22])=[CH:17][CH:16]=1.[Li+].C[Si]([N-:40][Si](C)(C)C)(C)C. The catalyst is C1(C)C=CC=CC=1.CO.C1C=CC(/C=C/C(/C=C/C2C=CC=CC=2)=O)=CC=1.C1C=CC(/C=C/C(/C=C/C2C=CC=CC=2)=O)=CC=1.C1C=CC(/C=C/C(/C=C/C2C=CC=CC=2)=O)=CC=1.[Pd].[Pd]. The product is [NH2:40][C:15]1[CH:20]=[CH:19][C:18]([CH:21]([C:23]2[C:32]3[C:27](=[CH:28][C:29]([O:33][CH3:34])=[CH:30][CH:31]=3)[N:26]=[CH:25][CH:24]=2)[OH:22])=[CH:17][CH:16]=1. The yield is 0.540. (2) The reactants are [H-].[Na+].[F:3][CH:4]([C:9](OC)=O)[C:5]([O:7][CH3:8])=[O:6].COC(=O)/C=C/[C:18]1[CH:23]=[CH:22][C:21]([CH2:24][N:25]2[CH2:29][CH2:28][CH2:27][C@@H:26]2[CH2:30][C:31]2[C:39]3[C:34](=[CH:35][CH:36]=[CH:37][CH:38]=3)[NH:33][CH:32]=2)=[CH:20][CH:19]=1. The catalyst is O1CCCC1. The product is [CH3:8][O:7][C:5](=[O:6])/[C:4](/[F:3])=[CH:9]/[C:18]1[CH:19]=[CH:20][C:21]([CH2:24][N:25]2[CH2:29][CH2:28][CH2:27][C@@H:26]2[CH2:30][C:31]2[C:39]3[C:34](=[CH:35][CH:36]=[CH:37][CH:38]=3)[NH:33][CH:32]=2)=[CH:22][CH:23]=1. The yield is 0.286.